Dataset: Forward reaction prediction with 1.9M reactions from USPTO patents (1976-2016). Task: Predict the product of the given reaction. (1) Given the reactants [NH2:1][C:2]1[CH:3]=[CH:4][C:5](C(C)C)=[C:6]([C:8]2[O:9][C:10]3[CH:16]=[CH:15][C:14]([C:17]4[CH:22]=[CH:21][CH:20]=[CH:19][CH:18]=4)=[CH:13][C:11]=3[N:12]=2)[CH:7]=1.[CH:26]1[C:31]([C:32]([OH:34])=[O:33])=[CH:30][C:29]2[C:35]([O:37][C:38](=[O:39])[C:28]=2[CH:27]=1)=O, predict the reaction product. The product is: [CH:10]([O:9][C:5]1[CH:4]=[CH:3][C:2]([N:1]2[C:35](=[O:37])[C:29]3[C:28](=[CH:27][CH:26]=[C:31]([C:32]([OH:34])=[O:33])[CH:30]=3)[C:38]2=[O:39])=[CH:7][C:6]=1[C:8]1[O:9][C:10]2[CH:16]=[CH:15][C:14]([C:17]3[CH:22]=[CH:21][CH:20]=[CH:19][CH:18]=3)=[CH:13][C:11]=2[N:12]=1)([CH3:16])[CH3:11]. (2) Given the reactants Br[C:2]1[CH:9]=[CH:8][C:5]([C:6]#[N:7])=[CH:4][CH:3]=1.[C:10]([O:14][CH2:15][CH3:16])(=[O:13])[CH:11]=[CH2:12].C(N(CC)CC)C, predict the reaction product. The product is: [CH2:15]([O:14][C:10](=[O:13])[CH:11]=[CH:12][C:2]1[CH:9]=[CH:8][C:5]([C:6]#[N:7])=[CH:4][CH:3]=1)[CH3:16]. (3) Given the reactants [H-].[Na+].[CH2:3]([N:5]1[C:17]2[CH:16]=[CH:15][C:14]([C:18]3[NH:22][C:21]4[CH:23]=[CH:24][C:25]([C:27]([O:29][CH3:30])=[O:28])=[CH:26][C:20]=4[N:19]=3)=[CH:13][C:12]=2[C:11]2[C:6]1=[CH:7][CH:8]=[CH:9][CH:10]=2)[CH3:4].[CH2:31](Br)[CH:32]=[CH2:33].C(=O)([O-])O.[Na+], predict the reaction product. The product is: [CH2:33]([N:22]1[C:21]2[CH:23]=[CH:24][C:25]([C:27]([O:29][CH3:30])=[O:28])=[CH:26][C:20]=2[N:19]=[C:18]1[C:14]1[CH:15]=[CH:16][C:17]2[N:5]([CH2:3][CH3:4])[C:6]3[C:11]([C:12]=2[CH:13]=1)=[CH:10][CH:9]=[CH:8][CH:7]=3)[CH:32]=[CH2:31].[CH2:33]([N:19]1[C:20]2[CH:26]=[C:25]([C:27]([O:29][CH3:30])=[O:28])[CH:24]=[CH:23][C:21]=2[N:22]=[C:18]1[C:14]1[CH:15]=[CH:16][C:17]2[N:5]([CH2:3][CH3:4])[C:6]3[C:11]([C:12]=2[CH:13]=1)=[CH:10][CH:9]=[CH:8][CH:7]=3)[CH:32]=[CH2:31]. (4) The product is: [CH2:8]([C:10]1[C:15](=[O:16])[NH:14][C:13]([CH3:18])=[C:12]([C:19]2[O:23][C:22]([C:24]([N:26]3[CH2:31][CH2:30][N:29]([C:32]4[CH:33]=[CH:34][CH:35]=[CH:36][CH:37]=4)[CH2:28][CH2:27]3)=[O:25])=[CH:21][CH:20]=2)[CH:11]=1)[CH3:9]. Given the reactants [I-].[K+].C[Si](C)(C)Cl.[CH2:8]([C:10]1[CH:11]=[C:12]([C:19]2[O:23][C:22]([C:24]([N:26]3[CH2:31][CH2:30][N:29]([C:32]4[CH:37]=[CH:36][CH:35]=[CH:34][CH:33]=4)[CH2:28][CH2:27]3)=[O:25])=[CH:21][CH:20]=2)[C:13]([CH3:18])=[N:14][C:15]=1[O:16]C)[CH3:9], predict the reaction product. (5) Given the reactants [Cl:1][C:2]1[C:3]([O:12][C:13]2[CH:18]=[C:17]([O:19][CH2:20][CH2:21][N:22]3[CH2:27][CH2:26][O:25][CH2:24][CH2:23]3)[CH:16]=[CH:15][C:14]=2[CH2:28][CH2:29][CH2:30][OH:31])=[N:4][CH:5]=[C:6]([C:8]([F:11])([F:10])[F:9])[CH:7]=1.Cl[S:33]([N:36]=[C:37]=[O:38])(=[O:35])=[O:34].N1C=CC=CC=1.[CH:45]([O:48][CH2:49][CH2:50][NH2:51])([CH3:47])[CH3:46], predict the reaction product. The product is: [CH:45]([O:48][CH2:49][CH2:50][NH:51][S:33]([NH:36][C:37](=[O:38])[O:31][CH2:30][CH2:29][CH2:28][C:14]1[CH:15]=[CH:16][C:17]([O:19][CH2:20][CH2:21][N:22]2[CH2:27][CH2:26][O:25][CH2:24][CH2:23]2)=[CH:18][C:13]=1[O:12][C:3]1[C:2]([Cl:1])=[CH:7][C:6]([C:8]([F:11])([F:9])[F:10])=[CH:5][N:4]=1)(=[O:35])=[O:34])([CH3:47])[CH3:46]. (6) Given the reactants [N:1]([C:4]1[CH:9]=[CH:8][C:7]([C:10]2[N:11]=[C:12]([NH2:15])[S:13][CH:14]=2)=[CH:6][CH:5]=1)=[N+:2]=[N-:3].[Cl:16]N1C(=O)CCC1=O.O, predict the reaction product. The product is: [N:1]([C:4]1[CH:9]=[CH:8][C:7]([C:10]2[N:11]=[C:12]([NH2:15])[S:13][C:14]=2[Cl:16])=[CH:6][CH:5]=1)=[N+:2]=[N-:3].